From a dataset of Reaction yield outcomes from USPTO patents with 853,638 reactions. Predict the reaction yield, written as a fraction of the theoretical maximum amount of product (1.0 means a 100% yield; for example, 0.34 means a 34% yield). The reactants are [CH2:1]([C:5]1[NH:6][C:7]([C:11]([OH:13])=[O:12])=[C:8]([Cl:10])[N:9]=1)[CH2:2][CH2:3][CH3:4].[Br:14][CH2:15][CH2:16][CH2:17]O.C1(N=C=NC2CCCCC2)CCCCC1. The catalyst is C1COCC1. The product is [Br:14][CH2:15][CH2:16][CH2:17][O:12][C:11]([C:7]1[NH:6][C:5]([CH2:1][CH2:2][CH2:3][CH3:4])=[N:9][C:8]=1[Cl:10])=[O:13]. The yield is 0.500.